The task is: Predict the reactants needed to synthesize the given product.. This data is from Full USPTO retrosynthesis dataset with 1.9M reactions from patents (1976-2016). (1) Given the product [OH:31][CH2:30][CH2:29][N:18]1[C:19]2[C:24](=[CH:23][C:22]([C:25]([F:28])([F:27])[F:26])=[CH:21][CH:20]=2)[C:16]([NH:15][CH2:14][C:13]([NH:12][CH:10]2[CH2:11][N:8]([CH:37]3[CH2:36][CH2:35][C:34]([OH:33])([C:41]4[CH:42]=[N:43][C:44]([O:47][CH3:48])=[CH:45][CH:46]=4)[CH2:39][CH2:38]3)[CH2:9]2)=[O:32])=[N:17]1, predict the reactants needed to synthesize it. The reactants are: OC(C(F)(F)F)=O.[NH:8]1[CH2:11][CH:10]([NH:12][C:13](=[O:32])[CH2:14][NH:15][C:16]2[C:24]3[C:19](=[CH:20][CH:21]=[C:22]([C:25]([F:28])([F:27])[F:26])[CH:23]=3)[N:18]([CH2:29][CH2:30][OH:31])[N:17]=2)[CH2:9]1.[OH:33][C:34]1([C:41]2[CH:42]=[N:43][C:44]([O:47][CH3:48])=[CH:45][CH:46]=2)[CH2:39][CH2:38][C:37](=O)[CH2:36][CH2:35]1. (2) Given the product [Br:1][C:2]1[CH:7]=[C:6]([C:21](=[O:22])[CH:20]([O:26][CH2:27][CH3:28])[O:19][CH2:17][CH3:18])[C:5]([F:8])=[CH:4][N:3]=1, predict the reactants needed to synthesize it. The reactants are: [Br:1][C:2]1[CH:7]=[CH:6][C:5]([F:8])=[CH:4][N:3]=1.[Li+].CC([N-]C(C)C)C.[CH2:17]([O:19][CH:20]([O:26][CH2:27][CH3:28])[C:21](OCC)=[O:22])[CH3:18].CCOC(C)=O. (3) Given the product [O:3]=[C:4]1[N:10]([CH:11]2[CH2:16][CH2:15][N:14]([C:17]([O:19][C@@H:20]([C:31]([OH:33])=[O:32])[CH2:21][C:22]3[CH:27]=[C:26]([CH3:28])[C:25]([Cl:29])=[C:24]([CH3:30])[CH:23]=3)=[O:18])[CH2:13][CH2:12]2)[CH2:9][CH2:8][C:7]2[CH:35]=[CH:36][CH:37]=[CH:38][C:6]=2[NH:5]1, predict the reactants needed to synthesize it. The reactants are: [Li+].[OH-].[O:3]=[C:4]1[N:10]([CH:11]2[CH2:16][CH2:15][N:14]([C:17]([O:19][C@@H:20]([C:31]([O:33]C)=[O:32])[CH2:21][C:22]3[CH:27]=[C:26]([CH3:28])[C:25]([Cl:29])=[C:24]([CH3:30])[CH:23]=3)=[O:18])[CH2:13][CH2:12]2)[CH2:9][CH2:8][C:7]2[CH:35]=[CH:36][CH:37]=[CH:38][C:6]=2[NH:5]1.